Dataset: Catalyst prediction with 721,799 reactions and 888 catalyst types from USPTO. Task: Predict which catalyst facilitates the given reaction. (1) Reactant: [OH:1][CH2:2][CH2:3][CH2:4][N:5]1[C:9]2[CH:10]=[CH:11][C:12]([CH:14]=[O:15])=[CH:13][C:8]=2[S:7][C:6]1=[O:16].CCN(CC)CC.[CH3:24][S:25](Cl)(=[O:27])=[O:26].C(=O)(O)[O-].[Na+]. Product: [CH3:24][S:25]([O:1][CH2:2][CH2:3][CH2:4][N:5]1[C:9]2[CH:10]=[CH:11][C:12]([CH:14]=[O:15])=[CH:13][C:8]=2[S:7][C:6]1=[O:16])(=[O:27])=[O:26]. The catalyst class is: 2. (2) Reactant: [OH:1][C:2]1[CH:7]=[C:6]([OH:8])[CH:5]=[CH:4][C:3]=1[C:9](=[O:22])[CH2:10][C:11]1[CH:21]=[CH:20][C:14]([C:15]([O:17]CC)=[O:16])=[CH:13][CH:12]=1.Cl. Product: [OH:1][C:2]1[CH:7]=[C:6]([OH:8])[CH:5]=[CH:4][C:3]=1[C:9](=[O:22])[CH2:10][C:11]1[CH:21]=[CH:20][C:14]([C:15]([OH:17])=[O:16])=[CH:13][CH:12]=1. The catalyst class is: 12. (3) Reactant: Br[C:2]1[CH:3]=[C:4]2[N:10]([C:11]3[C:20]4[C:15](=[CH:16][C:17]([F:21])=[CH:18][CH:19]=4)[N:14]=[C:13]([C:22]4[C:23]([CH3:28])=[N:24][CH:25]=[CH:26][CH:27]=4)[C:12]=3[CH3:29])[CH2:9][C:8]([CH3:31])([CH3:30])[C:5]2=[N:6][CH:7]=1.[NH:32]1[CH2:37][CH2:36][O:35][CH2:34][CH2:33]1.CC(C)([O-])C.[Na+].CC(C1C=C(C(C)C)C(C2C=CC=CC=2P(C2CCCCC2)C2CCCCC2)=C(C(C)C)C=1)C. Product: [CH3:31][C:8]1([CH3:30])[C:5]2=[N:6][CH:7]=[C:2]([N:32]3[CH2:37][CH2:36][O:35][CH2:34][CH2:33]3)[CH:3]=[C:4]2[N:10]([C:11]2[C:20]3[C:15](=[CH:16][C:17]([F:21])=[CH:18][CH:19]=3)[N:14]=[C:13]([C:22]3[C:23]([CH3:28])=[N:24][CH:25]=[CH:26][CH:27]=3)[C:12]=2[CH3:29])[CH2:9]1. The catalyst class is: 101. (4) The catalyst class is: 11. Reactant: CC1C=CC=CC=1S(O)(=O)=O.[F:12][C:13]1[CH:31]=[CH:30][C:16]([C:17]([NH:19][C:20]2[C:25]([C:26]([NH:28][NH2:29])=[O:27])=[N:24][CH:23]=[CH:22][N:21]=2)=O)=[CH:15][CH:14]=1. Product: [NH2:29][N:28]1[C:26](=[O:27])[C:25]2[C:20](=[N:21][CH:22]=[CH:23][N:24]=2)[N:19]=[C:17]1[C:16]1[CH:30]=[CH:31][C:13]([F:12])=[CH:14][CH:15]=1. (5) Reactant: OS(O)(=O)=O.[CH2:6]1[CH:11]2[CH2:12][C:13]3(O)[CH2:15][CH:9]([CH2:10]2)[CH2:8][CH:7]1[CH2:14]3.[Br:17][C:18]1[CH:23]=[CH:22][C:21]([O:24][CH3:25])=[CH:20][CH:19]=1. Product: [Br:17][C:18]1[CH:19]=[CH:20][C:21]([O:24][CH3:25])=[C:22]([C:13]23[CH2:14][CH:7]4[CH2:8][CH:9]([CH2:10][CH:11]([CH2:6]4)[CH2:12]2)[CH2:15]3)[CH:23]=1. The catalyst class is: 2. (6) Reactant: [C:1]1([C:7]2[S:15][C:14]3[C:13]([C:16]([NH:18][C:19]4[CH:24]=[N:23][CH:22]=[CH:21][N:20]=4)=[O:17])=[CH:12][N:11]=[C:10]([NH:25][C@H:26]4[CH2:31][CH2:30][CH2:29][N:28](C(OC(C)(C)C)=O)[CH2:27]4)[C:9]=3[CH:8]=2)[CH:6]=[CH:5][CH:4]=[CH:3][CH:2]=1.Cl. Product: [C:1]1([C:7]2[S:15][C:14]3[C:13]([C:16]([NH:18][C:19]4[CH:24]=[N:23][CH:22]=[CH:21][N:20]=4)=[O:17])=[CH:12][N:11]=[C:10]([NH:25][C@H:26]4[CH2:31][CH2:30][CH2:29][NH:28][CH2:27]4)[C:9]=3[CH:8]=2)[CH:2]=[CH:3][CH:4]=[CH:5][CH:6]=1. The catalyst class is: 12.